This data is from Catalyst prediction with 721,799 reactions and 888 catalyst types from USPTO. The task is: Predict which catalyst facilitates the given reaction. (1) Reactant: [CH2:1]([NH2:3])[CH3:2].C(N(CC)CC)C.[F:11][C:12]1[CH:20]=[CH:19][C:15]([C:16](Cl)=[O:17])=[CH:14][CH:13]=1. Product: [CH2:1]([NH:3][C:16](=[O:17])[C:15]1[CH:19]=[CH:20][C:12]([F:11])=[CH:13][CH:14]=1)[CH3:2]. The catalyst class is: 34. (2) Reactant: [CH:1](OC)(OC)OC.[NH2:8][C:9]1[CH:28]=[CH:27][C:26]([F:29])=[CH:25][C:10]=1[C:11]([NH:13][NH:14][C:15]1[CH:20]=[C:19]([Cl:21])[CH:18]=[CH:17][C:16]=1[S:22][CH2:23][CH3:24])=[O:12]. Product: [Cl:21][C:19]1[CH:18]=[CH:17][C:16]([S:22][CH2:23][CH3:24])=[C:15]([CH:20]=1)[NH:14][N:13]1[C:11](=[O:12])[C:10]2[C:9](=[CH:28][CH:27]=[C:26]([F:29])[CH:25]=2)[N:8]=[CH:1]1. The catalyst class is: 106.